The task is: Predict the reaction yield, written as a fraction of the theoretical maximum amount of product (1.0 means a 100% yield; for example, 0.34 means a 34% yield).. This data is from Reaction yield outcomes from USPTO patents with 853,638 reactions. (1) The reactants are [O:1]=[C:2]1[CH2:10][C:9]2[C:4](=[CH:5][C:6]([C:11]([C:13]3[CH:14]=[C:15]([NH:19][C:20]([C:22]4[S:23][CH:24]=[CH:25][CH:26]=4)=[O:21])[CH:16]=[CH:17][CH:18]=3)=[O:12])=[CH:7][CH:8]=2)[NH:3]1.[CH:27](OCC)=[O:28].[O-]CC.[Na+].Cl. The catalyst is C(O)C. The product is [OH:28][CH:27]=[C:10]1[C:9]2[C:4](=[CH:5][C:6]([C:11]([C:13]3[CH:14]=[C:15]([NH:19][C:20]([C:22]4[S:23][CH:24]=[CH:25][CH:26]=4)=[O:21])[CH:16]=[CH:17][CH:18]=3)=[O:12])=[CH:7][CH:8]=2)[NH:3][C:2]1=[O:1]. The yield is 0.710. (2) The reactants are [F:1][C:2]1[CH:3]=[CH:4][C:5]([O:10][C:11]2[CH:25]=[CH:24][C:14]3[C:15]([CH2:18][N:19]4[CH2:23][CH2:22][CH2:21][CH2:20]4)=[N:16][O:17][C:13]=3[CH:12]=2)=[C:6]([CH:9]=1)[CH2:7][NH2:8].FC(F)(F)C[O:29][C:30](=O)[NH:31][C:32]1[N:33]([C:41]2[CH:46]=[CH:45][C:44]([CH3:47])=[CH:43][CH:42]=2)[N:34]=[C:35]([C:37]([CH3:40])([CH3:39])[CH3:38])[CH:36]=1.C(N(C(C)C)CC)(C)C. The catalyst is CN(C=O)C. The product is [C:37]([C:35]1[CH:36]=[C:32]([NH:31][C:30]([NH:8][CH2:7][C:6]2[CH:9]=[C:2]([F:1])[CH:3]=[CH:4][C:5]=2[O:10][C:11]2[CH:25]=[CH:24][C:14]3[C:15]([CH2:18][N:19]4[CH2:20][CH2:21][CH2:22][CH2:23]4)=[N:16][O:17][C:13]=3[CH:12]=2)=[O:29])[N:33]([C:41]2[CH:46]=[CH:45][C:44]([CH3:47])=[CH:43][CH:42]=2)[N:34]=1)([CH3:40])([CH3:38])[CH3:39]. The yield is 0.340. (3) The catalyst is C1COCC1. The yield is 0.920. The reactants are [S:1](=[O:5])(=[O:4])([OH:3])[OH:2].C1COCC1.[F:11][C:12]1[CH:13]=[C:14]([NH:23][C:24]([C@@H:26]2[N:35]([C:36]([C@@H:38]3[CH2:41][C@H:40]([C:42]([OH:44])=[O:43])[CH2:39]3)=[O:37])[CH2:34][CH2:33][C:32]3[N:31]=[C:30]([O:45][CH3:46])[CH:29]=[CH:28][C:27]2=3)=[O:25])[CH:15]=[C:16]2[C:20]=1[C:19]([CH3:22])([CH3:21])[CH2:18][CH2:17]2. The product is [S:1]([OH:5])([OH:4])(=[O:3])=[O:2].[F:11][C:12]1[CH:13]=[C:14]([NH:23][C:24]([C@@H:26]2[N:35]([C:36]([C@@H:38]3[CH2:41][C@H:40]([C:42]([OH:44])=[O:43])[CH2:39]3)=[O:37])[CH2:34][CH2:33][C:32]3[N:31]=[C:30]([O:45][CH3:46])[CH:29]=[CH:28][C:27]2=3)=[O:25])[CH:15]=[C:16]2[C:20]=1[C:19]([CH3:21])([CH3:22])[CH2:18][CH2:17]2.